Dataset: Reaction yield outcomes from USPTO patents with 853,638 reactions. Task: Predict the reaction yield, written as a fraction of the theoretical maximum amount of product (1.0 means a 100% yield; for example, 0.34 means a 34% yield). The reactants are [Cl:1][C:2]1[CH:3]=[CH:4][C:5]([O:25][CH:26]([F:28])[F:27])=[C:6]([C:8]2[C:12]([NH:13][C:14]([C:16]3[CH:17]=[N:18][N:19]4[CH:24]=[CH:23][CH:22]=[N:21][C:20]=34)=[O:15])=[CH:11][NH:10][N:9]=2)[CH:7]=1.Cl[CH2:30][C:31]([N:33]1[CH2:42][CH2:41][C:36]2([O:40][CH2:39][CH2:38][O:37]2)[CH2:35][CH2:34]1)=[O:32].C([O-])([O-])=O.[Cs+].[Cs+]. The catalyst is CN(C=O)C.O. The product is [Cl:1][C:2]1[CH:3]=[CH:4][C:5]([O:25][CH:26]([F:28])[F:27])=[C:6]([C:8]2[C:12]([NH:13][C:14]([C:16]3[CH:17]=[N:18][N:19]4[CH:24]=[CH:23][CH:22]=[N:21][C:20]=34)=[O:15])=[CH:11][N:10]([CH2:30][C:31]([N:33]3[CH2:34][CH2:35][C:36]4([O:40][CH2:39][CH2:38][O:37]4)[CH2:41][CH2:42]3)=[O:32])[N:9]=2)[CH:7]=1. The yield is 0.720.